Dataset: Reaction yield outcomes from USPTO patents with 853,638 reactions. Task: Predict the reaction yield, written as a fraction of the theoretical maximum amount of product (1.0 means a 100% yield; for example, 0.34 means a 34% yield). (1) The reactants are [OH:1][CH2:2][C:3]([F:9])([F:8])[S:4]([OH:7])(=[O:6])=[O:5].[Na].O.[Cl-].[C:13]1([S+:19]([C:26]2[CH:31]=[CH:30][CH:29]=[CH:28][CH:27]=2)[C:20]2[CH:25]=[CH:24][CH:23]=[CH:22][CH:21]=2)[CH:18]=[CH:17][CH:16]=[CH:15][CH:14]=1. The catalyst is C(Cl)(Cl)Cl. The product is [OH:1][CH2:2][C:3]([F:9])([F:8])[S:4]([O-:7])(=[O:6])=[O:5].[C:26]1([S+:19]([C:13]2[CH:14]=[CH:15][CH:16]=[CH:17][CH:18]=2)[C:20]2[CH:25]=[CH:24][CH:23]=[CH:22][CH:21]=2)[CH:27]=[CH:28][CH:29]=[CH:30][CH:31]=1. The yield is 0.970. (2) The reactants are Br[C:2]1[S:3][CH:4]=[CH:5][N:6]=1.[NH:7]1[CH2:12][CH2:11][O:10][CH2:9][CH2:8]1. The catalyst is O. The product is [S:3]1[CH:4]=[CH:5][N:6]=[C:2]1[N:7]1[CH2:12][CH2:11][O:10][CH2:9][CH2:8]1. The yield is 0.750. (3) The reactants are N[C:2]1[C:10]([O:11][CH3:12])=[CH:9][C:8]([Br:13])=[CH:7][C:3]=1[C:4]([OH:6])=[O:5].Cl.N([O-])=O.[Na+].[PH2](O)=O. The catalyst is O.C1COCC1. The product is [Br:13][C:8]1[CH:7]=[C:3]([CH:2]=[C:10]([O:11][CH3:12])[CH:9]=1)[C:4]([OH:6])=[O:5]. The yield is 0.850.